Dataset: Full USPTO retrosynthesis dataset with 1.9M reactions from patents (1976-2016). Task: Predict the reactants needed to synthesize the given product. (1) Given the product [OH:12][C:3]1[C:4]([C:5]([O:7][CH3:8])=[O:6])=[CH:9][CH:10]=[CH:11][C:2]=1[NH:1][C:20]([C:22]1([CH3:37])[CH2:26][CH2:25][CH2:24][N:23]1[C:27]([O:29][CH2:30][C:31]1[CH:36]=[CH:35][CH:34]=[CH:33][CH:32]=1)=[O:28])=[O:21], predict the reactants needed to synthesize it. The reactants are: [NH2:1][C:2]1[C:3]([OH:12])=[C:4]([CH:9]=[CH:10][CH:11]=1)[C:5]([O:7][CH3:8])=[O:6].N1C=CC=CC=1.Cl[C:20]([C:22]1([CH3:37])[CH2:26][CH2:25][CH2:24][N:23]1[C:27]([O:29][CH2:30][C:31]1[CH:36]=[CH:35][CH:34]=[CH:33][CH:32]=1)=[O:28])=[O:21]. (2) Given the product [CH3:21][O:20][C:19]1[C:14]([N:5]2[CH:6]=[C:2]([CH3:1])[N:3]=[CH:4]2)=[N:15][CH:16]=[C:17]([N+:22]([O-:24])=[O:23])[CH:18]=1, predict the reactants needed to synthesize it. The reactants are: [CH3:1][C:2]1[N:3]=[CH:4][NH:5][CH:6]=1.C(=O)([O-])[O-].[K+].[K+].Cl[C:14]1[C:19]([O:20][CH3:21])=[CH:18][C:17]([N+:22]([O-:24])=[O:23])=[CH:16][N:15]=1.O.